Dataset: Catalyst prediction with 721,799 reactions and 888 catalyst types from USPTO. Task: Predict which catalyst facilitates the given reaction. (1) Reactant: [Cl:1][C:2]1[CH:3]=[CH:4][C:5](/[CH:14]=[CH:15]/[C:16]([O:18]C(C)(C)C)=[O:17])=[C:6]([C:8]2[CH:13]=[CH:12][CH:11]=[CH:10][CH:9]=2)[CH:7]=1. Product: [Cl:1][C:2]1[CH:3]=[CH:4][C:5]([CH2:14][CH2:15][C:16]([OH:18])=[O:17])=[C:6]([C:8]2[CH:13]=[CH:12][CH:11]=[CH:10][CH:9]=2)[CH:7]=1. The catalyst class is: 696. (2) Reactant: [NH2:1][C:2]1[S:3][C@:4]2([CH2:31]O)[C@H:6]([C@:7]([C:10]3[CH:15]=[C:14]([NH:16][C:17]4[C:18]5[N:26]=[CH:25][C:24]([O:27][CH3:28])=[CH:23][C:19]=5[N:20]=[CH:21][N:22]=4)[CH:13]=[C:12]([F:29])[C:11]=3[F:30])([CH3:9])[N:8]=1)[CH2:5]2.C(N(S(F)(F)[F:39])CC)C.COCCN(S(F)(F)F)CCOC. Product: [F:30][C:11]1[C:12]([F:29])=[CH:13][C:14]([NH:16][C:17]2[C:18]3[N:26]=[CH:25][C:24]([O:27][CH3:28])=[CH:23][C:19]=3[N:20]=[CH:21][N:22]=2)=[CH:15][C:10]=1[C@:7]1([CH3:9])[C@H:6]2[C@:4]([CH2:31][F:39])([CH2:5]2)[S:3][C:2]([NH2:1])=[N:8]1. The catalyst class is: 2. (3) Product: [Br:9][CH2:1][C:2]1[S:6][C:5]([C:7]#[N:8])=[CH:4][CH:3]=1. Reactant: [CH3:1][C:2]1[S:6][C:5]([C:7]#[N:8])=[CH:4][CH:3]=1.[Br:9]N1C(=O)CCC1=O. The catalyst class is: 340. (4) Product: [NH2:46][C:42]1[C:37]2[C:36]([I:44])=[CH:35][N:34]([C@H:11]3[C@:10]([CH3:45])([OH:9])[CH:14]([OH:15])[CH:13]([CH2:24][OH:25])[O:12]3)[C:38]=2[N:39]=[CH:40][N:41]=1. Reactant: C([O:9][C@:10]1([CH3:45])[CH:14]([O:15]C(=O)C2C=CC=CC=2)[CH:13]([CH2:24][O:25]C(=O)C2C=CC=CC=2)[O:12][C@H:11]1[N:34]1[C:38]2[N:39]=[CH:40][N:41]=[C:42](Cl)[C:37]=2[C:36]([I:44])=[CH:35]1)(=O)C1C=CC=CC=1.[NH3:46]. The catalyst class is: 12.